This data is from Full USPTO retrosynthesis dataset with 1.9M reactions from patents (1976-2016). The task is: Predict the reactants needed to synthesize the given product. (1) Given the product [NH2:12][C:10]1[CH:11]=[CH:2][CH:3]=[C:4]2[C:9]=1[NH:8][C:7](=[O:15])[CH:6]([NH:16][C:17](=[O:19])[CH3:18])[CH2:5]2, predict the reactants needed to synthesize it. The reactants are: Br[C:2]1[CH:3]=[C:4]2[C:9](=[C:10]([N+:12]([O-])=O)[CH:11]=1)[NH:8][C:7](=[O:15])[CH:6]([NH:16][C:17](=[O:19])[CH3:18])[CH2:5]2.C([O-])=O.[NH4+].O. (2) Given the product [Br:1][C:2]1[CH:3]=[CH:4][C:5]2[N:6]([CH:8]=[C:9]([C:11]3[CH:12]=[CH:13][C:14]([O:17][CH2:18][CH2:19][CH2:20][O:21][S:28]([C:25]4[CH:26]=[CH:27][C:22]([CH3:32])=[CH:23][CH:24]=4)(=[O:30])=[O:29])=[CH:15][CH:16]=3)[N:10]=2)[CH:7]=1, predict the reactants needed to synthesize it. The reactants are: [Br:1][C:2]1[CH:3]=[CH:4][C:5]2[N:6]([CH:8]=[C:9]([C:11]3[CH:16]=[CH:15][C:14]([O:17][CH2:18][CH2:19][CH2:20][OH:21])=[CH:13][CH:12]=3)[N:10]=2)[CH:7]=1.[C:22]1([CH3:32])[CH:27]=[CH:26][C:25]([S:28](Cl)(=[O:30])=[O:29])=[CH:24][CH:23]=1.O.C(Cl)(Cl)Cl. (3) The reactants are: [CH2:1]([N:3]([CH2:30][CH3:31])[CH2:4][CH2:5][NH:6][C:7]([C:9]1[C:17]2[CH2:16][CH2:15][CH2:14]/[C:13](=[C:18]3/[C:19](=[O:28])[NH:20][C:21]4[C:26]/3=[CH:25][C:24]([F:27])=[CH:23][CH:22]=4)/[C:12]=2[NH:11][C:10]=1[CH3:29])=[O:8])[CH3:2].C(#N)C.[C:35]([OH:45])(=[O:44])[C@H:36]([C:38]1[CH:43]=[CH:42][CH:41]=[CH:40][CH:39]=1)[OH:37]. Given the product [C:35]([OH:45])(=[O:44])[C@H:36]([C:38]1[CH:43]=[CH:42][CH:41]=[CH:40][CH:39]=1)[OH:37].[CH2:30]([N:3]([CH2:1][CH3:2])[CH2:4][CH2:5][NH:6][C:7]([C:9]1[C:17]2[CH2:16][CH2:15][CH2:14]/[C:13](=[C:18]3/[C:19](=[O:28])[NH:20][C:21]4[C:26]/3=[CH:25][C:24]([F:27])=[CH:23][CH:22]=4)/[C:12]=2[NH:11][C:10]=1[CH3:29])=[O:8])[CH3:31], predict the reactants needed to synthesize it. (4) Given the product [F:22][C:3]1[C:4]([C:9]([C:11]2[C:19]3[C:18]([O:20][CH3:21])=[N:17][CH:16]=[N:15][C:14]=3[NH:13][CH:12]=2)=[O:10])=[C:5]([F:8])[CH:6]=[CH:7][C:2]=1[NH:1][S:37]([C:34]1[CH:35]=[CH:36][C:31]([CH2:29][CH3:30])=[CH:32][CH:33]=1)(=[O:39])=[O:38], predict the reactants needed to synthesize it. The reactants are: [NH2:1][C:2]1[C:3]([F:22])=[C:4]([C:9]([C:11]2[C:19]3[C:18]([O:20][CH3:21])=[N:17][CH:16]=[N:15][C:14]=3[NH:13][CH:12]=2)=[O:10])[C:5]([F:8])=[CH:6][CH:7]=1.N1C=CC=CC=1.[CH2:29]([C:31]1[CH:36]=[CH:35][C:34]([S:37](Cl)(=[O:39])=[O:38])=[CH:33][CH:32]=1)[CH3:30]. (5) Given the product [Br:3][C:4]1[CH:5]=[C:6]([CH3:18])[C:7]([O:8][CH2:9][CH2:10][OH:11])=[C:15]([CH3:17])[CH:16]=1, predict the reactants needed to synthesize it. The reactants are: [BH4-].[Na+].[Br:3][C:4]1[CH:16]=[C:15]([CH3:17])[C:7]([O:8][CH2:9][C:10](OCC)=[O:11])=[C:6]([CH3:18])[CH:5]=1.O1CCCC1.C(O)C. (6) Given the product [F:23][C:24]1[CH:25]=[CH:26][C:27]([CH2:30][O:31][C:32]2[CH:37]=[CH:36][N:35]([C:2]3[CH:7]=[CH:6][C:5]4[C:8]5[CH2:9][N:10]([C:16]([O:18][C:19]([CH3:22])([CH3:21])[CH3:20])=[O:17])[C@H:11]([CH3:15])[CH2:12][C:13]=5[O:14][C:4]=4[CH:3]=3)[C:34](=[O:38])[CH:33]=2)=[N:28][CH:29]=1, predict the reactants needed to synthesize it. The reactants are: Br[C:2]1[CH:7]=[CH:6][C:5]2[C:8]3[CH2:9][N:10]([C:16]([O:18][C:19]([CH3:22])([CH3:21])[CH3:20])=[O:17])[C@H:11]([CH3:15])[CH2:12][C:13]=3[O:14][C:4]=2[CH:3]=1.[F:23][C:24]1[CH:25]=[CH:26][C:27]([CH2:30][O:31][C:32]2[CH:37]=[CH:36][NH:35][C:34](=[O:38])[CH:33]=2)=[N:28][CH:29]=1.CN[C@H]1CCCC[C@@H]1NC.C([O-])([O-])=O.[Cs+].[Cs+]. (7) Given the product [O:11]1[CH2:12][CH2:13][CH2:14][CH:10]1[C:8](=[O:9])[CH:3]=[CH2:4], predict the reactants needed to synthesize it. The reactants are: Br[Mg][CH:3]=[CH2:4].CON(C)[C:8]([CH:10]1[CH2:14][CH2:13][CH2:12][O:11]1)=[O:9].N#N.